This data is from NCI-60 drug combinations with 297,098 pairs across 59 cell lines. The task is: Regression. Given two drug SMILES strings and cell line genomic features, predict the synergy score measuring deviation from expected non-interaction effect. Drug 1: C1CCC(CC1)NC(=O)N(CCCl)N=O. Drug 2: CN(C)N=NC1=C(NC=N1)C(=O)N. Cell line: COLO 205. Synergy scores: CSS=17.8, Synergy_ZIP=-5.33, Synergy_Bliss=2.33, Synergy_Loewe=-8.20, Synergy_HSA=1.81.